From a dataset of Peptide-MHC class I binding affinity with 185,985 pairs from IEDB/IMGT. Regression. Given a peptide amino acid sequence and an MHC pseudo amino acid sequence, predict their binding affinity value. This is MHC class I binding data. (1) The peptide sequence is RVRSAHSTV. The MHC is HLA-B07:02 with pseudo-sequence HLA-B07:02. The binding affinity (normalized) is 0.671. (2) The peptide sequence is GRAVSSATF. The MHC is HLA-B27:05 with pseudo-sequence HLA-B27:05. The binding affinity (normalized) is 0.542. (3) The peptide sequence is GLRWHVRAF. The MHC is HLA-B40:01 with pseudo-sequence HLA-B40:01. The binding affinity (normalized) is 0.0847. (4) The peptide sequence is KVGFIMLFH. The MHC is HLA-B46:01 with pseudo-sequence HLA-B46:01. The binding affinity (normalized) is 0.0847.